Dataset: Reaction yield outcomes from USPTO patents with 853,638 reactions. Task: Predict the reaction yield, written as a fraction of the theoretical maximum amount of product (1.0 means a 100% yield; for example, 0.34 means a 34% yield). (1) The reactants are [CH3:1][O:2][C:3]1[CH:8]=[CH:7][C:6]([O:9][C:10](Cl)=[O:11])=[CH:5][CH:4]=1.[NH2:13][C:14]1[CH:15]=[C:16]([C:20]2[C:24]([Br:25])=[CH:23][N:22]([CH3:26])[N:21]=2)[CH:17]=[CH:18][CH:19]=1.C(N(CC)CC)C. The catalyst is C(Cl)Cl. The product is [Br:25][C:24]1[C:20]([C:16]2[CH:15]=[C:14]([NH:13][C:10]([O:9][C:6]3[CH:7]=[CH:8][C:3]([O:2][CH3:1])=[CH:4][CH:5]=3)=[O:11])[CH:19]=[CH:18][CH:17]=2)=[N:21][N:22]([CH3:26])[CH:23]=1. The yield is 0.520. (2) The reactants are [CH3:1][O:2][C:3](=[O:15])[CH2:4][NH:5][C:6]([C:8]1[CH:13]=[C:12](I)[CH:11]=[CH:10][N:9]=1)=[O:7].CO.[O-]P([O-])([O-])=O.[K+].[K+].[K+].[CH3:26][C:27]1[CH:32]=[CH:31][C:30](B(O)O)=[CH:29][CH:28]=1. The catalyst is O1CCOCC1.C1C=CC(P(C2C=CC=CC=2)[C-]2C=CC=C2)=CC=1.C1C=CC(P(C2C=CC=CC=2)[C-]2C=CC=C2)=CC=1.Cl[Pd]Cl.[Fe+2]. The product is [CH3:1][O:2][C:3](=[O:15])[CH2:4][NH:5][C:6]([C:8]1[CH:13]=[C:12]([C:30]2[CH:31]=[CH:32][C:27]([CH3:26])=[CH:28][CH:29]=2)[CH:11]=[CH:10][N:9]=1)=[O:7]. The yield is 0.850. (3) The reactants are Cl[C:2]1[CH:7]=[C:6]([N:8]2[CH2:12][CH2:11][N:10]([C:13]3[CH:14]=[N:15][CH:16]=[CH:17][C:18]=3[CH:19]3[CH2:21][CH2:20]3)[C:9]2=[O:22])[CH:5]=[CH:4][N:3]=1.[CH:23]1(B(O)O)[CH2:25][CH2:24]1.C(=O)([O-])[O-].[K+].[K+]. The catalyst is C1C=CC([P]([Pd]([P](C2C=CC=CC=2)(C2C=CC=CC=2)C2C=CC=CC=2)([P](C2C=CC=CC=2)(C2C=CC=CC=2)C2C=CC=CC=2)[P](C2C=CC=CC=2)(C2C=CC=CC=2)C2C=CC=CC=2)(C2C=CC=CC=2)C2C=CC=CC=2)=CC=1.C1(C)C(C)=CC=CC=1. The product is [CH:19]1([C:18]2[CH:17]=[CH:16][N:15]=[CH:14][C:13]=2[N:10]2[CH2:11][CH2:12][N:8]([C:6]3[CH:5]=[CH:4][N:3]=[C:2]([CH:23]4[CH2:25][CH2:24]4)[CH:7]=3)[C:9]2=[O:22])[CH2:21][CH2:20]1. The yield is 0.335. (4) The reactants are N1CCCCC1.C1C2C(COC(=O)[NH:23][C:24]([C:27](=[O:62])[NH:28][C@H:29]3[CH2:34][CH2:33][CH2:32][N:31]([CH2:35][C:36]4[CH:41]=[CH:40][C:39]([C:42](=[O:57])[NH:43][CH2:44][C:45]5[CH:50]=[C:49]([Cl:51])[CH:48]=[CH:47][C:46]=5[S:52]([CH2:55][CH3:56])(=[O:54])=[O:53])=[CH:38][C:37]=4[C:58]([F:61])([F:60])[F:59])[CH2:30]3)([CH3:26])[CH3:25])C3C(=CC=CC=3)C=2C=CC=1. The catalyst is C(Cl)Cl. The product is [NH2:23][C:24]([CH3:25])([CH3:26])[C:27]([NH:28][C@H:29]1[CH2:34][CH2:33][CH2:32][N:31]([CH2:35][C:36]2[CH:41]=[CH:40][C:39]([C:42]([NH:43][CH2:44][C:45]3[CH:50]=[C:49]([Cl:51])[CH:48]=[CH:47][C:46]=3[S:52]([CH2:55][CH3:56])(=[O:54])=[O:53])=[O:57])=[CH:38][C:37]=2[C:58]([F:59])([F:60])[F:61])[CH2:30]1)=[O:62]. The yield is 0.570.